From a dataset of Forward reaction prediction with 1.9M reactions from USPTO patents (1976-2016). Predict the product of the given reaction. Given the reactants [N+:1]([CH2:4][CH:5]1[C:14]2[CH:15]=[CH:16][S:17][C:13]=2[C:12]2[CH:11]=[CH:10][CH:9]=[CH:8][C:7]=2[O:6]1)([O-])=O.[NH4+].[Cl-], predict the reaction product. The product is: [S:17]1[C:13]2[C:12]3[CH:11]=[CH:10][CH:9]=[CH:8][C:7]=3[O:6][CH:5]([CH2:4][NH2:1])[C:14]=2[CH:15]=[CH:16]1.